This data is from Forward reaction prediction with 1.9M reactions from USPTO patents (1976-2016). The task is: Predict the product of the given reaction. (1) The product is: [C:1]1([C:7]2[CH:12]=[CH:11][CH:10]=[C:9]([C:13]3[O:28][C:18]([C:19]4[CH:27]=[CH:26][CH:25]=[C:21]([C:22]5[O:23][C:13]([C:9]6[N:8]=[C:7]([C:1]7[CH:2]=[CH:3][CH:4]=[CH:5][CH:6]=7)[CH:12]=[CH:11][CH:10]=6)=[N:14][N:15]=5)[CH:20]=4)=[N:15][N:14]=3)[N:8]=2)[CH:2]=[CH:3][CH:4]=[CH:5][CH:6]=1. Given the reactants [C:1]1([C:7]2[CH:12]=[CH:11][CH:10]=[C:9]([C:13]3[N:14]=[N:15]NN=3)[N:8]=2)[CH:6]=[CH:5][CH:4]=[CH:3][CH:2]=1.[C:18](Cl)(=[O:28])[C:19]1[CH:27]=[CH:26][CH:25]=[C:21]([C:22](Cl)=[O:23])[CH:20]=1.O.[OH-].[Na+], predict the reaction product. (2) The product is: [CH3:71][O:70][C:69](=[O:72])[NH:68][C@@H:59]1[CH:58]2[C:57](=[O:73])[CH2:56][C@H:55]([C:53]3[NH:54][C:50]([C:47]4[CH:46]=[CH:45][C:44]([C:30]5[CH:31]=[CH:32][C:27]([C:25]6[CH:24]=[CH:23][C:21]7[N:22]=[C:18]([C@@H:4]8[CH2:3][C:2]([F:42])([F:1])[CH2:6][N:5]8[C:7](=[O:17])[C@@H:8]([NH:12][C:13]([O:14][CH3:15])=[O:16])[CH:9]([CH3:11])[CH3:10])[NH:19][C:20]=7[CH:26]=6)=[CH:28][CH:29]=5)=[CH:49][CH:48]=4)=[CH:51][N:52]=3)[CH2:67][N:65]3[C:66]2=[C:62]([CH:63]=[CH:64]3)[CH2:61][CH2:60]1. Given the reactants [F:1][C:2]1([F:42])[CH2:6][N:5]([C:7](=[O:17])[C@@H:8]([NH:12][C:13](=[O:16])[O:14][CH3:15])[CH:9]([CH3:11])[CH3:10])[C@H:4]([C:18]2[NH:22][C:21]3[CH:23]=[CH:24][C:25]([C:27]4[CH:32]=[CH:31][C:30](B5OC(C)(C)C(C)(C)O5)=[CH:29][CH:28]=4)=[CH:26][C:20]=3[N:19]=2)[CH2:3]1.Br[C:44]1[CH:49]=[CH:48][C:47]([C:50]2[NH:54][C:53]([C@@H:55]3[CH2:67][N:65]4[C:66]5[CH:58]([C@@H:59]([NH:68][C:69](=[O:72])[O:70][CH3:71])[CH2:60][CH2:61][C:62]=5[CH:63]=[CH:64]4)[C:57](=[O:73])[CH2:56]3)=[N:52][CH:51]=2)=[CH:46][CH:45]=1.C(=O)(O)[O-].[Na+], predict the reaction product. (3) Given the reactants [Br:1][C:2]1[CH:7]=[CH:6][C:5]([NH:8][C:9](=[O:20])[C:10]2[CH:15]=[CH:14][C:13](Cl)=[C:12]([N+:17]([O-:19])=[O:18])[CH:11]=2)=[CH:4][CH:3]=1.[SH:21][C:22]1[CH:27]=[CH:26][C:25]([OH:28])=[CH:24][CH:23]=1.C(=O)([O-])[O-].[Cs+].[Cs+], predict the reaction product. The product is: [Br:1][C:2]1[CH:7]=[CH:6][C:5]([NH:8][C:9](=[O:20])[C:10]2[CH:15]=[CH:14][C:13]([S:21][C:22]3[CH:27]=[CH:26][C:25]([OH:28])=[CH:24][CH:23]=3)=[C:12]([N+:17]([O-:19])=[O:18])[CH:11]=2)=[CH:4][CH:3]=1. (4) The product is: [Cl:28][C:29]1[CH:34]=[CH:33][CH:32]=[CH:31][C:30]=1[S:35]([NH:38][C:25](=[O:26])[CH:24]=[CH:23][C:20]1[CH:21]=[CH:22][C:17]([C:7]([C:1]2[CH:6]=[CH:5][CH:4]=[CH:3][CH:2]=2)=[C:8]([C:11]2[CH:12]=[CH:13][CH:14]=[CH:15][CH:16]=2)[CH2:9][CH3:10])=[CH:18][CH:19]=1)(=[O:37])=[O:36]. Given the reactants [C:1]1(/[C:7](/[C:17]2[CH:22]=[CH:21][C:20]([CH:23]=[CH:24][C:25](O)=[O:26])=[CH:19][CH:18]=2)=[C:8](/[C:11]2[CH:16]=[CH:15][CH:14]=[CH:13][CH:12]=2)\[CH2:9][CH3:10])[CH:6]=[CH:5][CH:4]=[CH:3][CH:2]=1.[Cl:28][C:29]1[CH:34]=[CH:33][CH:32]=[CH:31][C:30]=1[S:35]([NH2:38])(=[O:37])=[O:36], predict the reaction product. (5) Given the reactants Br[C:2]1[CH:3]=[C:4]([OH:8])[CH:5]=[N:6][CH:7]=1.CC1(C)C(C)(C)OB([C:17]2[CH2:18][CH2:19][O:20][CH2:21][CH:22]=2)O1.C([O-])(=O)C.[K+], predict the reaction product. The product is: [O:20]1[CH2:19][CH:18]=[C:17]([C:2]2[CH:3]=[C:4]([OH:8])[CH:5]=[N:6][CH:7]=2)[CH2:22][CH2:21]1. (6) Given the reactants Cl.[OH:2][C:3]1[CH:4]=[C:5]([CH:9]=[CH:10][C:11]=1[OH:12])[CH2:6][CH2:7][NH2:8].C(=O)(O)[O-].[Na+].[CH3:18][C:19]([O:22][C:23](O[C:23]([O:22][C:19]([CH3:21])([CH3:20])[CH3:18])=[O:24])=[O:24])([CH3:21])[CH3:20], predict the reaction product. The product is: [C:19]([O:22][C:23]([NH:8][CH2:7][CH2:6][C:5]1[CH:9]=[CH:10][C:11]([OH:12])=[C:3]([OH:2])[CH:4]=1)=[O:24])([CH3:21])([CH3:20])[CH3:18].